From a dataset of Forward reaction prediction with 1.9M reactions from USPTO patents (1976-2016). Predict the product of the given reaction. (1) The product is: [Cl:16][C:12]1[CH:11]=[C:10]([OH:13])[CH:9]=[C:8]2[C:7]=1[NH:6][C:4](=[O:5])[CH2:3][CH2:2]2. Given the reactants Cl[CH2:2][CH2:3][C:4]([NH:6][C:7]1[CH:12]=[CH:11][C:10]([O:13]C)=[CH:9][C:8]=1F)=[O:5].[Cl-:16].[Al+3].[Cl-].[Cl-], predict the reaction product. (2) Given the reactants N1([C:6]([C:8]2[CH:9]=[C:10]([C:18]3[N:19]=[C:20]([C:23]4[CH:28]=[CH:27][N:26]=[CH:25][CH:24]=4)[S:21][CH:22]=3)[C:11](=[O:17])[NH:12][C:13]=2[CH:14]([CH3:16])[CH3:15])=[O:7])C=CN=C1.[OH:29][CH:30]([CH3:33])[CH2:31][NH2:32].CCN(C(C)C)C(C)C, predict the reaction product. The product is: [OH:29][CH:30]([CH3:33])[CH2:31][NH:32][C:6]([C:8]1[CH:9]=[C:10]([C:18]2[N:19]=[C:20]([C:23]3[CH:28]=[CH:27][N:26]=[CH:25][CH:24]=3)[S:21][CH:22]=2)[C:11](=[O:17])[NH:12][C:13]=1[CH:14]([CH3:16])[CH3:15])=[O:7]. (3) Given the reactants C(C1COC(=O)N1[C:14](=[O:46])[CH:15]([C:20]1[CH:21]=[C:22]([C:36]2[CH:41]=[CH:40][C:39]([C:42]([F:45])([F:44])[F:43])=[CH:38][CH:37]=2)[CH:23]=[C:24]([C:26]2[CH:31]=[CH:30][C:29]([C:32]([F:35])([F:34])[F:33])=[CH:28][CH:27]=2)[CH:25]=1)[CH2:16][CH:17]([CH3:19])[CH3:18])C1C=CC=CC=1.O[Li].[OH2:49].OO.[O-]S([O-])=O.[Na+].[Na+], predict the reaction product. The product is: [F:33][C:32]([F:34])([F:35])[C:29]1[CH:30]=[CH:31][C:26]([C:24]2[CH:25]=[C:20]([C@@H:15]([CH2:16][CH:17]([CH3:19])[CH3:18])[C:14]([OH:46])=[O:49])[CH:21]=[C:22]([C:36]3[CH:37]=[CH:38][C:39]([C:42]([F:45])([F:44])[F:43])=[CH:40][CH:41]=3)[CH:23]=2)=[CH:27][CH:28]=1. (4) Given the reactants O=C1CCC(=O)N1[O:8][C:9](=O)[CH2:10][CH2:11][C@H:12]([NH:20][C:21](=[O:45])[CH2:22][CH2:23][CH2:24][CH2:25][CH2:26][CH2:27][CH2:28][CH2:29][CH2:30][CH2:31][CH2:32][CH2:33][CH2:34][CH2:35][CH2:36][CH2:37][C:38]([O:40][C:41]([CH3:44])([CH3:43])[CH3:42])=[O:39])[C:13]([O:15][C:16]([CH3:19])([CH3:18])[CH3:17])=[O:14].[NH2:47][C@H:48]([C:54]([O:56][C:57]([CH3:60])([CH3:59])[CH3:58])=[O:55])[CH2:49][CH2:50][C:51](=[O:53])[OH:52].CCN(C(C)C)C(C)C.Cl, predict the reaction product. The product is: [C:57]([O:56][C:54](=[O:55])[C@@H:48]([NH:47][C:9](=[O:8])[CH2:10][CH2:11][C@@H:12]([C:13]([O:15][C:16]([CH3:19])([CH3:18])[CH3:17])=[O:14])[NH:20][C:21](=[O:45])[CH2:22][CH2:23][CH2:24][CH2:25][CH2:26][CH2:27][CH2:28][CH2:29][CH2:30][CH2:31][CH2:32][CH2:33][CH2:34][CH2:35][CH2:36][CH2:37][C:38]([O:40][C:41]([CH3:42])([CH3:43])[CH3:44])=[O:39])[CH2:49][CH2:50][C:51]([OH:52])=[O:53])([CH3:60])([CH3:59])[CH3:58]. (5) Given the reactants [ClH:1].C(OC([NH:9][CH2:10][C@H:11]1[CH2:16][CH2:15][C@H:14]([C:17]([NH:19][C@@H:20]([CH2:44][C:45]2[CH:50]=[CH:49][C:48]([C:51]3[CH:56]=[C:55]([C:57](=[O:66])[NH:58][CH:59]4[CH2:64][CH2:63][N:62]([CH3:65])[CH2:61][CH2:60]4)[CH:54]=[CH:53][C:52]=3[CH3:67])=[CH:47][CH:46]=2)[C:21]([NH:23][C:24]2[CH:29]=[CH:28][C:27]([C:30]3[NH:34][N:33]=[C:32]([C:35]([F:43])([F:42])[C:36]([F:41])([F:40])[C:37]([OH:39])=[O:38])[N:31]=3)=[CH:26][CH:25]=2)=[O:22])=[O:18])[CH2:13][CH2:12]1)=O)(C)(C)C, predict the reaction product. The product is: [ClH:1].[NH2:9][CH2:10][C@H:11]1[CH2:12][CH2:13][C@H:14]([C:17]([NH:19][C@@H:20]([CH2:44][C:45]2[CH:46]=[CH:47][C:48]([C:51]3[CH:56]=[C:55]([C:57](=[O:66])[NH:58][CH:59]4[CH2:60][CH2:61][N:62]([CH3:65])[CH2:63][CH2:64]4)[CH:54]=[CH:53][C:52]=3[CH3:67])=[CH:49][CH:50]=2)[C:21]([NH:23][C:24]2[CH:29]=[CH:28][C:27]([C:30]3[NH:34][N:33]=[C:32]([C:35]([F:43])([F:42])[C:36]([F:40])([F:41])[C:37]([OH:39])=[O:38])[N:31]=3)=[CH:26][CH:25]=2)=[O:22])=[O:18])[CH2:15][CH2:16]1. (6) Given the reactants Br[CH2:2][CH2:3][O:4][C:5]1[C:10]([O:11][CH2:12][CH2:13][CH2:14][C:15]2[CH:20]=[CH:19][CH:18]=[CH:17][CH:16]=2)=[C:9]([O:21][CH3:22])[C:8]([Cl:23])=[C:7]([CH3:24])[C:6]=1[C:25](=[O:27])[CH3:26].[CH:28]1([NH2:33])[CH2:32][CH2:31][CH2:30][CH2:29]1, predict the reaction product. The product is: [Cl:23][C:8]1[C:7]([CH3:24])=[C:6]([C:25](=[O:27])[CH3:26])[C:5]([O:4][CH2:3][CH2:2][NH:33][CH:28]2[CH2:32][CH2:31][CH2:30][CH2:29]2)=[C:10]([O:11][CH2:12][CH2:13][CH2:14][C:15]2[CH:20]=[CH:19][CH:18]=[CH:17][CH:16]=2)[C:9]=1[O:21][CH3:22]. (7) Given the reactants C[O:2][C:3]1[N:4]([CH2:20][CH:21]2[CH2:26][CH2:25][O:24][CH2:23][CH2:22]2)[C:5]2[C:10]([N:11]=1)=[C:9]([NH2:12])[N:8]=[C:7]([O:13][CH2:14][CH:15]1[CH2:19][CH2:18][CH2:17][O:16]1)[N:6]=2.Cl.[OH-].[Na+], predict the reaction product. The product is: [NH2:12][C:9]1[N:8]=[C:7]([O:13][CH2:14][CH:15]2[CH2:19][CH2:18][CH2:17][O:16]2)[N:6]=[C:5]2[C:10]=1[NH:11][C:3](=[O:2])[N:4]2[CH2:20][CH:21]1[CH2:26][CH2:25][O:24][CH2:23][CH2:22]1. (8) Given the reactants [C:1]([C:3]1[C:4]([C:17]([F:20])([F:19])[F:18])=[C:5]2[C:9](=[CH:10][CH:11]=1)[N:8]([CH:12]([CH3:16])[C:13]([OH:15])=O)[CH:7]=[CH:6]2)#[N:2].[F:21][C:22]1[CH:27]=[CH:26][C:25]([C:28](=[NH:31])[NH:29]O)=[CH:24][CH:23]=1, predict the reaction product. The product is: [F:21][C:22]1[CH:27]=[CH:26][C:25]([C:28]2[N:31]=[C:13]([CH:12]([N:8]3[C:9]4[C:5](=[C:4]([C:17]([F:20])([F:19])[F:18])[C:3]([C:1]#[N:2])=[CH:11][CH:10]=4)[CH:6]=[CH:7]3)[CH3:16])[O:15][N:29]=2)=[CH:24][CH:23]=1.